This data is from Full USPTO retrosynthesis dataset with 1.9M reactions from patents (1976-2016). The task is: Predict the reactants needed to synthesize the given product. (1) Given the product [N+:1]([C:4]1[CH:5]=[CH:6][C:7]2[S:11][N:10]=[C:9]([C:12]([Cl:18])=[O:13])[C:8]=2[CH:15]=1)([O-:3])=[O:2], predict the reactants needed to synthesize it. The reactants are: [N+:1]([C:4]1[CH:5]=[CH:6][C:7]2[S:11][N:10]=[C:9]([C:12](O)=[O:13])[C:8]=2[CH:15]=1)([O-:3])=[O:2].S(Cl)([Cl:18])=O. (2) Given the product [CH2:33]([O:32][C:30](=[O:31])[CH2:29][O:22][C:19]1[CH:20]=[CH:21][C:16]([O:15][CH2:14][CH2:13][C:3]2[N:4]=[C:5]([C:7]3[CH:8]=[CH:9][CH:10]=[CH:11][CH:12]=3)[O:6][C:2]=2[CH3:1])=[C:17]([CH2:23][CH2:24][CH3:25])[CH:18]=1)[CH3:34], predict the reactants needed to synthesize it. The reactants are: [CH3:1][C:2]1[O:6][C:5]([C:7]2[CH:12]=[CH:11][CH:10]=[CH:9][CH:8]=2)=[N:4][C:3]=1[CH2:13][CH2:14][O:15][C:16]1[CH:21]=[CH:20][C:19]([OH:22])=[CH:18][C:17]=1[CH2:23][CH2:24][CH3:25].[H-].[Na+].Br[CH2:29][C:30]([O:32][CH2:33][CH3:34])=[O:31]. (3) Given the product [CH:1]([N:4]1[C:12]2[C:7](=[CH:8][C:9]([NH2:13])=[CH:10][CH:11]=2)[CH:6]=[CH:5]1)([CH3:3])[CH3:2], predict the reactants needed to synthesize it. The reactants are: [CH:1]([N:4]1[C:12]2[C:7](=[CH:8][C:9]([N+:13]([O-])=O)=[CH:10][CH:11]=2)[CH:6]=[CH:5]1)([CH3:3])[CH3:2]. (4) Given the product [CH3:1][O:2][C:3]1[C:4]([CH:14]([CH2:15][N+:16]([O-:18])=[O:17])[CH2:15][N+:16]([O-:18])=[O:17])=[C:5]2[C:9](=[C:10]([O:12][CH3:13])[CH:11]=1)[NH:8][CH:7]=[CH:6]2, predict the reactants needed to synthesize it. The reactants are: [CH3:1][O:2][C:3]1[C:4]([CH:14]=[CH:15][N+:16]([O-:18])=[O:17])=[C:5]2[C:9](=[C:10]([O:12][CH3:13])[CH:11]=1)[NH:8][CH:7]=[CH:6]2.C([O-])(O)=O.[Na+]. (5) Given the product [CH2:22]([O:21][C:19]([C:18]1[CH:17]=[N:9][N:8]([C:5]2[C:4]([Cl:10])=[CH:3][C:2]([Br:1])=[CH:7][N:6]=2)[C:24]=1[CH3:26])=[O:20])[CH3:23], predict the reactants needed to synthesize it. The reactants are: [Br:1][C:2]1[CH:3]=[C:4]([Cl:10])[C:5]([NH:8][NH2:9])=[N:6][CH:7]=1.C(O)C.C(O[CH:17]=[C:18]([C:24]([CH3:26])=O)[C:19]([O:21][CH2:22][CH3:23])=[O:20])C. (6) Given the product [C:2]([C:7]1[O:11][C:10]([CH2:12][N:13]2[CH:17]=[C:16]([NH:18][C:30]([C:26]3[N:27]=[CH:28][O:29][C:25]=3[C:24]3[O:20][N:21]=[CH:22][CH:23]=3)=[O:31])[CH:15]=[N:14]2)=[CH:9][CH:8]=1)(=[O:6])[CH3:1], predict the reactants needed to synthesize it. The reactants are: [CH3:1][C:2]1([C:7]2[O:11][C:10]([CH2:12][N:13]3[CH:17]=[C:16]([NH2:18])[CH:15]=[N:14]3)=[CH:9][CH:8]=2)[O:6]CCO1.[Li+].[O:20]1[C:24]([C:25]2[O:29][CH:28]=[N:27][C:26]=2[C:30]([O-])=[O:31])=[CH:23][CH:22]=[N:21]1.